This data is from Catalyst prediction with 721,799 reactions and 888 catalyst types from USPTO. The task is: Predict which catalyst facilitates the given reaction. Reactant: C(OC([N:8]1[CH2:12][C:11](=[O:13])[N:10]([C:14]2[CH:19]=[CH:18][C:17]([C:20]([N:22]3[CH2:27][CH2:26][N:25]([C:28]4[C:33]([CH3:34])=[CH:32][C:31]([CH3:35])=[CH:30][N:29]=4)[CH2:24][CH2:23]3)=[O:21])=[CH:16][CH:15]=2)[CH2:9]1)=O)(C)(C)C.Cl.CO.C(=O)([O-])O.[Na+]. Product: [CH3:34][C:33]1[C:28]([N:25]2[CH2:24][CH2:23][N:22]([C:20]([C:17]3[CH:16]=[CH:15][C:14]([N:10]4[C:11](=[O:13])[CH2:12][NH:8][CH2:9]4)=[CH:19][CH:18]=3)=[O:21])[CH2:27][CH2:26]2)=[N:29][CH:30]=[C:31]([CH3:35])[CH:32]=1. The catalyst class is: 5.